Dataset: B-cell epitopes from IEDB database with 3,159 antigens for binding position prediction. Task: Token-level Classification. Given an antigen amino acid sequence, predict which amino acid positions are active epitope sites capable of antibody binding. Output is a list of indices for active positions. (1) Given the antigen sequence: MSFLTEVETPIRNEWGCRCNGSSDPLTIAANIIGILHLTLWMLDRLFFKCIYRRFKYGLKGGPSTEGVPKSMREEYRKEQQSAVDTDDGHFVSIELE, which amino acid positions are active epitope sites? The epitope positions are: [1, 2, 3, 4, 5, 6, 7, 8, 9, 10, 11, 12, 13, 14, 15, 16, 17, 18, 19, 20... (23 total positions)]. The amino acids at these positions are: SFLTEVETPIRNEWGCRCNGSSD. (2) Given the antigen sequence: PSPRPHHDRRGFPRLAETLQHPMCPLPLVASAGHHRHHRLLLLLAPQAPEREASDEIVFSGRSRSRDAVLRSHHFRSEGFRASPRHLRRRVAAAAAARLEEVKPVVEVHHQSEQETSVRKRRIKKSSRVQPEFYHSVQGASIRRPSSGNASYRCSMSSSADFSDEDDFSQKSGSASPAPGDTLPWNLPKHERSKRKIQGGSVLDPAERAVLRIADERDKVQKKTFTKWINQHLMKVRKHVNDLYEDLRDGHNLISLLEVLSGDTLPREKGRMRFHRLQNVQIALDYLKRRQVKLVNIRNDDITDGNPKLTLGLIWTIILHFQISDIHVTGESEDMSAKERLLLWTQQATEGYAGIRCENFTTCWRDGKLFNAIIHKYRPDLIDMNTVAVQSNLANLEHAFYVAEKIGVIRLLDPEDVDVSSPDEKSVITYVSSLYDAFPKVPEGGEGIGANDVEVKWIEYQNMVNYLIQWIRHHVTTMSERTFPNNPVELKALYNQYLQF..., which amino acid positions are active epitope sites? The epitope positions are: [2251, 2252, 2253, 2254, 2255, 2256, 2257, 2258, 2259, 2260, 2261, 2262, 2263, 2264, 2265, 2266, 2267, 2268]. The amino acids at these positions are: ELNASKEEKRRGEQKVQL. (3) The epitope positions are: [101, 102, 103, 104, 105, 106, 107, 108, 109, 110, 111, 112, 113, 114, 115, 116]. The amino acids at these positions are: NIQPIYVYPDDKNNLK. Given the antigen sequence: MNTRASNFLAASFSTIMLVGAFSLPAFAQENQMTTQPARIAVTGEGMMTASPDMAILNLSVLRQAKTAREAMTANNEAMTKVLDAMKKAGIEDRDLQTGGINIQPIYVYPDDKNNLKEPTITGYSVSTSLTVRVRELANVGKILDESVTLGVNQGGDLNLVNDNPSAVINEARKRAVANAIAKAKTLADAAGVGLGRVVEISELSRPPMPMPIARGQFRTMLAAAPDNSVPIAAGENSYNVSVNVVFEIK, which amino acid positions are active epitope sites? (4) Given the antigen sequence: EEVVRVPTTAASTPDAVDKYLETPGDENEHAHFQKAKERLEAKHRERMSQVMREWEEAERQAKNLPKADKKAVIQHFQEKVESLEQEAANERQQLVETHMARVEAMLNDRRRLALENYITALQAVPPRPRHVFNMLKKYVRAEQKDRQHTLKHFEHVRMVDPKKAAQIRSQVMTHLRVIYERMNQSLSLLYNVPAVAEEIQDEVDELLQKEQNYSDDVLANMISEPRISYGNDALMPSLTETKTTVELLPVNGEFSLDDLQPWHSFGADSVPANTENEVEPVDARPAAERGLTTRPGSGLTNIKTEEISEVKMDAEFRHDSGYEVHHQKLVFFAEDVGSNKGAIIGLMVGGVVIATVIVITLVMLKKKQYTSIHHGVVEVDAAVTPEERHLSKMQQNGYENPTYKFFEQMQN, which amino acid positions are active epitope sites? The epitope positions are: [328, 329, 330, 331, 332, 333, 334, 335]. The amino acids at these positions are: KLVFFAED. (5) Given the antigen sequence: MGSQVSTQRSGSHENSNSATEGSTINYTTINYYKDSYAATAGKQSLKQDPDKFANPVKDIFTEMAAPLKSPSAEACGYSDRVAQLTIGNSTITTQEAANIIVGYGEWPSYCSDSDDTAVDKPTRPDVSVNRFYTLDTKLWEKSSKGWYWKFPDVLTETGVFGQNAQFHYLYRSGFCIHVQCNASKFHQGALLVAVLPEYVIGTVAGGTGTEDSHPPYKQTQPGADGFELQHPYVLDAGIPISQLTVCPHQWINLRTNNCATIIVPYINALPFDSALNHCNFGLLVVPISPLDYDQGATPVIPITITLAPMCSEFAGLRQAVTQGFPTELKPGTNQFLTTDDGVSAPILPNFHPTPCIHIPGEVRNLLELCQVETILEVNNVPTNATSLMERLRFPVSAQAGKGELCAVFRADPGRNGPWQSTLLGQLCGYYTQWSGSLEVTFMFTGSFMATGKMLIAYTPPGGPLPKDRATAMLGTHVIWDFGLQSSVTLVIPWISNTHY..., which amino acid positions are active epitope sites? The epitope positions are: [804, 805, 806, 807, 808, 809, 810, 811, 812, 813]. The amino acids at these positions are: TSKSKYPLVV.